From a dataset of Reaction yield outcomes from USPTO patents with 853,638 reactions. Predict the reaction yield, written as a fraction of the theoretical maximum amount of product (1.0 means a 100% yield; for example, 0.34 means a 34% yield). (1) The reactants are C[O:2][C:3](=O)[C:4]1[CH:9]=[C:8]([F:10])[CH:7]=[C:6]([F:11])[C:5]=1[C:12](=O)[CH:13]([C:26]1[N:30]([CH3:31])[N:29]=[CH:28][N:27]=1)[CH:14]([C:19]1[CH:24]=[CH:23][C:22]([F:25])=[CH:21][CH:20]=1)[CH2:15][N+:16]([O-:18])=[O:17].O.[NH2:35][NH2:36]. The catalyst is CO. The product is [F:11][C:6]1[CH:7]=[C:8]([F:10])[CH:9]=[C:4]2[C:5]=1[C:12]([CH:13]([C:26]1[N:30]([CH3:31])[N:29]=[CH:28][N:27]=1)[CH:14]([C:19]1[CH:20]=[CH:21][C:22]([F:25])=[CH:23][CH:24]=1)[CH2:15][N+:16]([O-:18])=[O:17])=[N:35][NH:36][C:3]2=[O:2]. The yield is 0.870. (2) The reactants are [C:1](OC(=O)C)(=[O:3])[CH3:2].[Cl:8][C:9]1[C:17]2[N:16]=[C:15]3[N:18]([C:22]4[CH:23]=[N:24][C:25]([N:29]([CH3:31])[CH3:30])=[CH:26][C:27]=4[CH3:28])[CH2:19][CH2:20][CH2:21][N:14]3[C:13]=2[C:12]([CH:32]([OH:35])[CH2:33][CH3:34])=[CH:11][CH:10]=1. The catalyst is N1C=CC=CC=1. The product is [C:1]([O:35][CH:32]([C:12]1[C:13]2[N:14]3[CH2:21][CH2:20][CH2:19][N:18]([C:22]4[CH:23]=[N:24][C:25]([N:29]([CH3:30])[CH3:31])=[CH:26][C:27]=4[CH3:28])[C:15]3=[N:16][C:17]=2[C:9]([Cl:8])=[CH:10][CH:11]=1)[CH2:33][CH3:34])(=[O:3])[CH3:2]. The yield is 0.760. (3) The reactants are [NH2:1][C:2]1[C:3]2[C:4]3[C:5](=[N:17][N:18]([CH2:20][C:21]4[C:26]([Cl:27])=[C:25]([O:28][CH3:29])[C:24]([CH3:30])=[CH:23][N:22]=4)[N:19]=2)[CH:6]=[C:7]([CH2:12][C:13]([NH:15][CH3:16])=[O:14])[C:8]=3[CH2:9][S:10][N:11]=1.Cl. The catalyst is C(O)C. The product is [ClH:27].[NH2:1][C:2]1[C:3]2[C:4]3[C:5](=[N:17][N:18]([CH2:20][C:21]4[C:26]([Cl:27])=[C:25]([O:28][CH3:29])[C:24]([CH3:30])=[CH:23][N:22]=4)[N:19]=2)[CH:6]=[C:7]([CH2:12][C:13]([NH:15][CH3:16])=[O:14])[C:8]=3[CH2:9][S:10][N:11]=1. The yield is 0.950. (4) The reactants are [F:1][C:2]1[CH:7]=[CH:6][CH:5]=[C:4]([F:8])[C:3]=1[C:9]1[N:14]=[C:13]([C:15]([NH:17][C:18]2[CH:19]=[N:20][CH:21]=[CH:22][C:23]=2[C@H:24]2[CH2:29][C@@H:28]([NH:30]C(=O)OC(C)(C)C)[C@@H:27]([OH:38])[C@@H:26]([CH3:39])[CH2:25]2)=[O:16])[CH:12]=[CH:11][C:10]=1[F:40].[CH3:41][S:42](Cl)(=[O:44])=[O:43]. The catalyst is N1C=CC=CC=1. The product is [CH3:41][S:42]([O:38][C@H:27]1[C@@H:26]([CH3:39])[CH2:25][C@@H:24]([C:23]2[CH:22]=[CH:21][N:20]=[CH:19][C:18]=2[NH:17][C:15](=[O:16])[C:13]2[CH:12]=[CH:11][C:10]([F:40])=[C:9]([C:3]3[C:2]([F:1])=[CH:7][CH:6]=[CH:5][C:4]=3[F:8])[N:14]=2)[CH2:29][C@H:28]1[NH2:30])(=[O:44])=[O:43]. The yield is 0.450.